From a dataset of Full USPTO retrosynthesis dataset with 1.9M reactions from patents (1976-2016). Predict the reactants needed to synthesize the given product. (1) The reactants are: [CH2:1]([O:3][C:4](=[O:19])[CH2:5][CH2:6][C:7]1[C:12]([C:13]([O:15]C)=O)=[CH:11][N:10]=[C:9]([O:17][CH3:18])[CH:8]=1)[CH3:2].C[Si]([N-][Si](C)(C)C)(C)C.[Na+]. Given the product [CH3:18][O:17][C:9]1[N:10]=[CH:11][C:12]2[C:13](=[O:15])[CH:5]([C:4]([O:3][CH2:1][CH3:2])=[O:19])[CH2:6][C:7]=2[CH:8]=1, predict the reactants needed to synthesize it. (2) The reactants are: C([O:3][C:4]([C@H:6]1[CH2:11][CH2:10][C@H:9]([O:12][C:13]2[CH:18]=[N:17][CH:16]=[CH:15][N:14]=2)[CH2:8][CH2:7]1)=O)C.O.[NH2:20][NH2:21]. Given the product [N:14]1[CH:15]=[CH:16][N:17]=[CH:18][C:13]=1[O:12][C@H:9]1[CH2:10][CH2:11][C@H:6]([C:4]([NH:20][NH2:21])=[O:3])[CH2:7][CH2:8]1, predict the reactants needed to synthesize it. (3) The reactants are: [Br:1][C:2]1[CH:7]=[CH:6][C:5]([C@H:8]2[CH2:10][C@@H:9]2[C:11]([N:13]([CH3:15])[CH3:14])=O)=[CH:4][CH:3]=1.C1COCC1. Given the product [Br:1][C:2]1[CH:3]=[CH:4][C:5]([C@H:8]2[CH2:10][C@@H:9]2[CH2:11][N:13]([CH3:15])[CH3:14])=[CH:6][CH:7]=1, predict the reactants needed to synthesize it. (4) Given the product [NH:16]1[CH:17]=[CH:18][C:8]([CH:9]=[CH:10][C:11]#[N:12])=[CH:15]1, predict the reactants needed to synthesize it. The reactants are: N1C=CC(C=O)=C1.[CH2:8]1[CH2:18][CH2:17][N:16]2[C:11](=[N:12]CC[CH2:15]2)[CH2:10][CH2:9]1. (5) Given the product [CH:17]1([CH2:16][N:13]([C:8]2[N:7]=[C:6]3[C:2]([CH3:23])=[CH:3][N:4]([CH3:22])[C:5]3=[CH:10][C:9]=2[C:11]#[N:12])[CH2:14][CH3:15])[CH2:21][CH2:20][CH2:19][CH2:18]1, predict the reactants needed to synthesize it. The reactants are: Br[C:2]1[C:6]2=[N:7][C:8]([N:13]([CH2:16][CH:17]3[CH2:21][CH2:20][CH2:19][CH2:18]3)[CH2:14][CH3:15])=[C:9]([C:11]#[N:12])[CH:10]=[C:5]2[N:4]([CH3:22])[CH:3]=1.[CH3:23][Mg]Br.O. (6) Given the product [Cl:8][C:5]1[CH:6]=[CH:7][C:2]([NH:1][S:27]([C:24]2[CH:23]=[CH:22][C:21]([O:20][CH:17]([CH3:19])[CH3:18])=[CH:26][CH:25]=2)(=[O:29])=[O:28])=[C:3]([C:9]([C:11]2[CH:12]=[N:13][CH:14]=[CH:15][CH:16]=2)=[O:10])[CH:4]=1, predict the reactants needed to synthesize it. The reactants are: [NH2:1][C:2]1[CH:7]=[CH:6][C:5]([Cl:8])=[CH:4][C:3]=1[C:9]([C:11]1[CH:12]=[N:13][CH:14]=[CH:15][CH:16]=1)=[O:10].[CH:17]([O:20][C:21]1[CH:26]=[CH:25][C:24]([S:27](Cl)(=[O:29])=[O:28])=[CH:23][CH:22]=1)([CH3:19])[CH3:18].